From a dataset of Forward reaction prediction with 1.9M reactions from USPTO patents (1976-2016). Predict the product of the given reaction. Given the reactants [NH2:1][CH:2]1[CH:7]2[CH:3]1[CH2:4][N:5]([CH2:8][CH2:9][N:10]1[C:15]3[CH:16]=[C:17]([C:20]#[N:21])[CH:18]=[CH:19][C:14]=3[O:13][CH2:12][C:11]1=[O:22])[CH2:6]2.[O:23]=[C:24]1[CH2:29][O:28][C:27]2[CH:30]=[CH:31][C:32]([CH:34]=O)=[N:33][C:26]=2[NH:25]1.C([BH3-])#N.[Na+], predict the reaction product. The product is: [O:22]=[C:11]1[N:10]([CH2:9][CH2:8][N:5]2[CH2:6][CH:7]3[CH:3]([CH:2]3[NH:1][CH2:34][C:32]3[CH:31]=[CH:30][C:27]4[O:28][CH2:29][C:24](=[O:23])[NH:25][C:26]=4[N:33]=3)[CH2:4]2)[C:15]2[CH:16]=[C:17]([C:20]#[N:21])[CH:18]=[CH:19][C:14]=2[O:13][CH2:12]1.